This data is from Full USPTO retrosynthesis dataset with 1.9M reactions from patents (1976-2016). The task is: Predict the reactants needed to synthesize the given product. The reactants are: [F:1][C@H:2]1[C@@H:7]([O:8][C:9]2[CH:16]=[CH:15][C:14]([C:17]3[N:22]=[C:21]([NH:23][C:24]4[CH:29]=[CH:28][C:27]([N:30]5[CH2:35][CH2:34][N:33]([CH:36]6[CH2:39][O:38][CH2:37]6)[CH2:32][CH2:31]5)=[CH:26][CH:25]=4)[N:20]=[CH:19][N:18]=3)=[CH:13][C:10]=2[C:11]#[N:12])[CH2:6][CH2:5][NH:4][CH2:3]1.[O:40]1[CH2:43][C:42](=O)[CH2:41]1.CC(O)=O.C(O[BH-](OC(=O)C)OC(=O)C)(=O)C.[Na+]. Given the product [F:1][C@H:2]1[C@@H:7]([O:8][C:9]2[CH:16]=[CH:15][C:14]([C:17]3[N:22]=[C:21]([NH:23][C:24]4[CH:29]=[CH:28][C:27]([N:30]5[CH2:31][CH2:32][N:33]([CH:36]6[CH2:39][O:38][CH2:37]6)[CH2:34][CH2:35]5)=[CH:26][CH:25]=4)[N:20]=[CH:19][N:18]=3)=[CH:13][C:10]=2[C:11]#[N:12])[CH2:6][CH2:5][N:4]([CH:42]2[CH2:43][O:40][CH2:41]2)[CH2:3]1, predict the reactants needed to synthesize it.